From a dataset of Catalyst prediction with 721,799 reactions and 888 catalyst types from USPTO. Predict which catalyst facilitates the given reaction. (1) Reactant: C[C@]12[C@@]3(C)[C@@H]([C@]4(C)[C@@H](CC3)C(C)(C)C(C3C=CC(C(OC)=O)=CC=3)=CC4)CC[C@@H]1[C@H]1[C@H](C(C)=C)CC[C@]1(NC(N)=S)CC2.C(N(CC)C(C)C)(C)C.Br[CH2:54][C:55]([C:57]1[CH:61]=[CH:60][S:59][CH:58]=1)=[O:56].[CH3:62][C@:63]12[C@@:80]3([CH3:81])[C@@H:71]([C@:72]4([CH3:94])[C@@H:77]([CH2:78][CH2:79]3)[C:76]([CH3:83])([CH3:82])[C:75]([C:84]3[CH:93]=[CH:92][C:87]([C:88]([O:90][CH3:91])=[O:89])=[CH:86][CH:85]=3)=[CH:74][CH2:73]4)[CH2:70][CH2:69][C@@H:68]1[C@H:67]1[C@H:95]([C:98]([CH3:100])=[CH2:99])[CH2:96][CH2:97][C@:66]1([NH:101][C:102]1[S:103][CH:104]=[C:105]([C:107]3[CH:111]=[CH:110][S:109][CH:108]=3)[N:106]=1)[CH2:65][CH2:64]2. Product: [CH3:62][C@:63]12[C@@:80]3([CH3:81])[C@@H:71]([C@:72]4([CH3:94])[C@@H:77]([CH2:78][CH2:79]3)[C:76]([CH3:82])([CH3:83])[C:75]([C:84]3[CH:93]=[CH:92][C:87]([C:88]([O:90][CH3:91])=[O:89])=[CH:86][CH:85]=3)=[CH:74][CH2:73]4)[CH2:70][CH2:69][C@@H:68]1[C@H:67]1[C@H:95]([C:98]([CH3:100])=[CH2:99])[CH2:96][CH2:97][C@:66]1([N:101]([CH2:54][C:55](=[O:56])[C:57]1[CH:61]=[CH:60][S:59][CH:58]=1)[C:102]1[S:103][CH:104]=[C:105]([C:107]3[CH:111]=[CH:110][S:109][CH:108]=3)[N:106]=1)[CH2:65][CH2:64]2. The catalyst class is: 18. (2) Reactant: [C:1](=O)([O-])[O-].[K+].[K+].Br[C:8]1[CH:9]=[C:10]([CH:13]=[CH:14][C:15]=1[CH:16]1[NH:21][C:20](=[O:22])[N:19]([C:23]2[CH:28]=[CH:27][CH:26]=[C:25]([C:29]([F:32])([F:31])[F:30])[CH:24]=2)[C:18]2[CH2:33][CH2:34][NH:35][C:36](=[O:37])[C:17]1=2)[C:11]#[N:12].[CH3:38][N:39]1[CH:43]=[C:42](B2OC(C)(C)C(C)(C)O2)[CH:41]=[N:40]1. Product: [CH3:38][N:39]1[CH:43]=[C:42]([C:8]2[CH:9]=[C:10]([CH:13]=[CH:14][C:15]=2[CH:16]2[N:21]([CH3:1])[C:20](=[O:22])[N:19]([C:23]3[CH:28]=[CH:27][CH:26]=[C:25]([C:29]([F:30])([F:32])[F:31])[CH:24]=3)[C:18]3[CH2:33][CH2:34][NH:35][C:36](=[O:37])[C:17]2=3)[C:11]#[N:12])[CH:41]=[N:40]1. The catalyst class is: 423. (3) Product: [CH2:2]([S:39]([C:15]1[CH:20]=[CH:19][CH:18]=[CH:17][C:16]=1[C:21]1[NH:33][C:24]2=[N:25][CH:26]=[C:27]([C:29]([F:32])([F:30])[F:31])[CH:28]=[C:23]2[N:22]=1)(=[O:43])=[O:41])[CH3:3]. The catalyst class is: 22. Reactant: Cl[C:2]1C=CC=C(C(OO)=O)[CH:3]=1.C(S[C:15]1[CH:20]=[CH:19][CH:18]=[CH:17][C:16]=1[C:21]1[NH:33][C:24]2=[N:25][CH:26]=[C:27]([C:29]([F:32])([F:31])[F:30])[CH:28]=[C:23]2[N:22]=1)C.C(=O)([O-])O.[Na+].[S:39]([O-:43])([O-])(=[O:41])=S.[Na+].[Na+]. (4) Reactant: [CH3:1][O:2][C:3]1[CH:4]=[C:5]2[C:10](=[C:11]3[CH2:15][C:14]([CH3:17])([CH3:16])[O:13][C:12]=13)[C:9]([C:18]1[CH:19]=[CH:20][C:21](=[O:24])[NH:22][CH:23]=1)=[N:8][C:7]([CH3:26])([CH3:25])[CH2:6]2.[H-].[Na+].I[CH3:30].[OH-].[Na+]. Product: [CH3:30][N:22]1[CH:23]=[C:18]([C:9]2[C:10]3[C:5](=[CH:4][C:3]([O:2][CH3:1])=[C:12]4[O:13][C:14]([CH3:17])([CH3:16])[CH2:15][C:11]4=3)[CH2:6][C:7]([CH3:26])([CH3:25])[N:8]=2)[CH:19]=[CH:20][C:21]1=[O:24]. The catalyst class is: 35. (5) Reactant: [C:1]([O:5][C:6]([N:8]1[CH2:14][CH2:13][CH2:12][N:11]([C:15]2[CH:20]=[CH:19][C:18]([NH2:21])=[C:17]([C:22](=[O:31])[NH:23][CH2:24][C:25](=[O:30])[NH:26][CH:27]([CH3:29])[CH3:28])[CH:16]=2)[CH2:10][CH2:9]1)=[O:7])([CH3:4])([CH3:3])[CH3:2].Cl.[CH3:33][O:34][C:35]1[CH:36]=[C:37]([CH:43]=[CH:44][CH:45]=1)[C:38](=N)OCC. Product: [C:1]([O:5][C:6]([N:8]1[CH2:14][CH2:13][CH2:12][N:11]([C:15]2[CH:16]=[C:17]3[C:18](=[CH:19][CH:20]=2)[N:21]=[C:38]([C:37]2[CH:43]=[CH:44][CH:45]=[C:35]([O:34][CH3:33])[CH:36]=2)[N:23]([CH2:24][C:25](=[O:30])[NH:26][CH:27]([CH3:28])[CH3:29])[C:22]3=[O:31])[CH2:10][CH2:9]1)=[O:7])([CH3:2])([CH3:4])[CH3:3]. The catalyst class is: 14. (6) Reactant: [CH:1]1[C:6]([C:7]([NH2:10])=[N:8][NH2:9])=[CH:5][CH:4]=[N:3][CH:2]=1.O=[C:12]([C:18](OCC)=[O:19])[C:13]([O:15][CH2:16][CH3:17])=[O:14]. Product: [O:19]=[C:18]1[C:12]([C:13]([O:15][CH2:16][CH3:17])=[O:14])=[N:9][NH:8][C:7]([C:6]2[CH:5]=[CH:4][N:3]=[CH:2][CH:1]=2)=[N:10]1. The catalyst class is: 8. (7) Reactant: [C:1]([CH2:3][C:4]1[CH:13]=[CH:12][C:7]([C:8]([O:10]C)=[O:9])=[CH:6][C:5]=1[O:14][CH2:15]C)#[N:2].O.[OH-].[Li+].Cl. Product: [C:1]([CH2:3][C:4]1[CH:13]=[CH:12][C:7]([C:8]([OH:10])=[O:9])=[CH:6][C:5]=1[O:14][CH3:15])#[N:2]. The catalyst class is: 200. (8) Reactant: [CH:1]1([N:4]([CH:25]2[CH2:27][CH2:26]2)[C:5]([C:7]2[N:22]([CH2:23][CH3:24])[C:10]3=[N:11][C:12]([N:19]=[C:20]=[S:21])=[C:13]4[N:17]=[CH:16][N:15]([CH3:18])[C:14]4=[C:9]3[CH:8]=2)=[O:6])[CH2:3][CH2:2]1.Cl.[C:29]([NH2:32])(=[NH:31])[CH3:30].CCN(C(C)C)C(C)C.N(C(OCC)=O)=NC(OCC)=O. Product: [CH:25]1([N:4]([CH:1]2[CH2:2][CH2:3]2)[C:5]([C:7]2[N:22]([CH2:23][CH3:24])[C:10]3=[N:11][C:12]([NH:19][C:20]4[S:21][N:32]=[C:29]([CH3:30])[N:31]=4)=[C:13]4[N:17]=[CH:16][N:15]([CH3:18])[C:14]4=[C:9]3[CH:8]=2)=[O:6])[CH2:26][CH2:27]1. The catalyst class is: 3. (9) Reactant: [F:1][C:2]([F:10])([F:9])[CH2:3][CH2:4][S:5](Cl)(=[O:7])=[O:6].[CH:11]1[C:19]2[N:18]3[C:20]([CH:23]4[CH:27]([CH3:28])[CH2:26][CH:25]([NH2:29])[CH2:24]4)=[CH:21][N:22]=[C:17]3[CH:16]=[N:15][C:14]=2[NH:13][CH:12]=1. Product: [CH:11]1[C:19]2[N:18]3[C:20]([C@@H:23]4[C@H:27]([CH3:28])[CH2:26][C@H:25]([NH:29][S:5]([CH2:4][CH2:3][C:2]([F:10])([F:9])[F:1])(=[O:7])=[O:6])[CH2:24]4)=[CH:21][N:22]=[C:17]3[CH:16]=[N:15][C:14]=2[NH:13][CH:12]=1. The catalyst class is: 3.